From a dataset of Catalyst prediction with 721,799 reactions and 888 catalyst types from USPTO. Predict which catalyst facilitates the given reaction. (1) Reactant: [C:1]([O:5][C:6]([N:8]1[CH2:13][C@@H:12]([N:14]([C:19]([C:21]2[C:22]([NH:31][CH2:32][C:33]3[O:34][CH:35]=[CH:36][CH:37]=3)=[N:23][C:24]([C:27]([CH3:30])([CH3:29])[CH3:28])=[N:25][CH:26]=2)=[O:20])[CH2:15][CH:16]([CH3:18])[CH3:17])[CH2:11][C@@H:10]([C:38](O)=[O:39])[CH2:9]1)=[O:7])([CH3:4])([CH3:3])[CH3:2].[CH3:41][C:42]1NN=[N:44][N:43]=1.C1CCC(N=C=NC2CCCCC2)CC1. Product: [C:27]([C:24]1[N:23]=[C:22]([NH:31][CH2:32][C:33]2[O:34][CH:35]=[CH:36][CH:37]=2)[C:21]([C:19]([N:14]([CH2:15][CH:16]([CH3:17])[CH3:18])[C@H:12]2[CH2:11][C@@H:10]([C:38]3[O:39][C:42]([CH3:41])=[N:43][N:44]=3)[CH2:9][N:8]([C:6]([O:5][C:1]([CH3:3])([CH3:4])[CH3:2])=[O:7])[CH2:13]2)=[O:20])=[CH:26][N:25]=1)([CH3:29])([CH3:30])[CH3:28]. The catalyst class is: 11. (2) Reactant: [F:1][C:2]1[CH:7]=[CH:6][C:5]([CH3:8])=[CH:4][C:3]=1[NH:9][C:10]([C@H:12]1[N:20]([C:21](=[O:40])[C@@H:22]([NH:26][C:27](=[O:39])[C@@H:28]([N:30](C)[C:31](=O)OC(C)(C)C)[CH3:29])[CH:23]([CH3:25])[CH3:24])[C:15]2=[N:16][CH:17]=[CH:18][CH:19]=[C:14]2[CH2:13]1)=[O:11].C(O)(C(F)(F)F)=O. Product: [F:1][C:2]1[CH:7]=[CH:6][C:5]([CH3:8])=[CH:4][C:3]=1[NH:9][C:10]([C@H:12]1[N:20]([C:21](=[O:40])[C@@H:22]([NH:26][C:27](=[O:39])[C@@H:28]([NH:30][CH3:31])[CH3:29])[CH:23]([CH3:25])[CH3:24])[C:15]2=[N:16][CH:17]=[CH:18][CH:19]=[C:14]2[CH2:13]1)=[O:11]. The catalyst class is: 2.